From a dataset of Experimentally validated miRNA-target interactions with 360,000+ pairs, plus equal number of negative samples. Binary Classification. Given a miRNA mature sequence and a target amino acid sequence, predict their likelihood of interaction. (1) The miRNA is hsa-miR-516b-3p with sequence UGCUUCCUUUCAGAGGGU. The protein sequence of the target gene is MAAAGAAATDLEVVRGKRSALFFAAVAILLGLPLWWKTTETYRAPLPYSDISGLNALLLRLMVPVTVVFTRDSVPLDDQEKLPFTVVHEREIPLKYKMKIKCRFQKAYRRALEHEEEALSLGSVHEAEAMLAEPEKQAEGSLTVYVISEHSSLLPQDMMSYIGPERTAVVRGLIHREAFNIIGRRIVQVAQAMSLTEDVLAAALADHLPEDKWSSDKRRPLKSSLGYEITFSLLNPDPKSHDVHWDIEGAVQRFVQPFLNRLSVAGNFSVDSQILYYAMLGVNPRFDPASSSYSLAMHSL.... Result: 0 (no interaction). (2) The miRNA is hsa-miR-663a with sequence AGGCGGGGCGCCGCGGGACCGC. The protein sequence of the target gene is MDPKRSQKESVLITGGSGYFGFRLGCALNQNGVHVILFDISSPAQTIPEGIKFIQGDIRHLSDVEKAFQDADVTCVFHIASYGMSGREQLNRNLIKEVNVRGTDNILQVCQRRRVPRLVYTSTFNVIFGGQVIRNGDESLPYLPLHLHPDHYSRTKSIAEQKVLEANATPLDRGDGVLRTCALRPAGIYGPGEQRHLPRIVSYIEKGLFKFVYGDPRSLVEFVHVDNLVQAHILASEALRADKGHIASGQPYFISDGRPVNNFEFFRPLVEGLGYTFPSTRLPLTLVYCFAFLTEMVHFI.... Result: 0 (no interaction). (3) The miRNA is hsa-miR-1229-5p with sequence GUGGGUAGGGUUUGGGGGAGAGCG. The protein sequence of the target gene is MLLAPPSTPSRGRTPSAVERLEADKAKYVKTHQVIARRQEPALRGSPGPLTPHPCNELGPPASPRTPRPVRRGSGRRLPRPDSLIFYRQKRDCKASVNKENAKGQGLVRRLFLGAPRDAAPSSPASTERPAASGGWAAPQDAPEAAGKRALCPTCSLPLSEKERFFNYCGLERALVEVLGAERFSPQSWGADASPQAGTSPPPGSGDASDWTSSDRGVDSPGGAGGGGGSEAAGSARDRRPPVSVVERNARVIQWLYGCQRARGPPRESEV. Result: 0 (no interaction). (4) The miRNA is hsa-miR-548j-5p with sequence AAAAGUAAUUGCGGUCUUUGGU. The protein sequence of the target gene is MFACAKLACTPSLIRAGSRVAYRPISASVLSRPEASRTGEGSTVFNGAQNGVSQLIQREFQTSAISRDIDTAAKFIGAGAATVGVAGSGAGIGTVFGSLIIGYARNPSLKQQLFSYAILGFALSEAMGLFCLMVAFLILFAM. Result: 1 (interaction). (5) Result: 1 (interaction). The protein sequence of the target gene is MAARAGFQSVAPSGGAGASGGAGAAAALGPGGTPGPPVRMGPAPGQGLYRSPMPGAAYPRPGMLPGSRMTPQGPSMGPPGYGGNPSVRPGLAQSGMDQSRKRPAPQQIQQVQQQAVQNRNHNAKKKKMADKILPQRIRELVPESQAYMDLLAFERKLDQTIMRKRLDIQEALKRPIKQKRKLRIFISNTFNPAKSDAEDGEGTVASWELRVEGRLLEDSALSKYDATKQKRKFSSFFKSLVIELDKDLYGPDNHLVEWHRTATTQETDGFQVKRPGDVNVRCTVLLMLDYQPPQFKLDPR.... The miRNA is hsa-miR-101-3p with sequence UACAGUACUGUGAUAACUGAA. (6) The miRNA is hsa-miR-6847-3p with sequence GGCUCAUGUGUCUGUCCUCUUC. The protein sequence of the target gene is MGAQLSTLGHMVLFPVWFLYSLLMKLFQRSTPAITLESPDIKYPLRLIDREIISHDTRRFRFALPSPQHILGLPVGQHIYLSARIDGNLVVRPYTPISSDDDKGFVDLVIKVYFKDTHPKFPAGGKMSQYLESMQIGDTIEFRGPSGLLVYQGKGKFAIRPDKKSNPIIRTVKSVGMIAGGTGITPMLQVIRAIMKDPDDHTVCHLLFANQTEKDILLRPELEELRNKHSARFKLWYTLDRAPEAWDYGQGFVNEEMIRDHLPPPEEEPLVLMCGPPPMIQYACLPNLDHVGHPTERCFV.... Result: 1 (interaction). (7) The miRNA is cel-miR-268 with sequence GGCAAGAAUUAGAAGCAGUUUGGU. The protein sequence of the target gene is MDLHRAAFKMENSSYLPNPLASPALMVLASTAEASRDASIPCQQPRPFGVPVSVDKDVHIPFTNGSYTFASMYHRQGGVPGTFANRDFPPSLLHLHPQFAPPNLDCTPISMLNHSGVGAFRPFASTEDRESYQSAFTPAKRLKNCHDTESPHLRFSDADGKEYDFGTQLPSSSPGSLKVDDTGKKIFAVSGLISDREASSSPEDRNDRCKKKAAALFDSQAPICPICQVLLRPSELQEHMEQELEQLAQLPSSKNSLLKDAMAPGTPKSLLLSASIKREGESPTASPHSSATDDLHHSDR.... Result: 0 (no interaction). (8) The miRNA is mmu-miR-466q with sequence GUGCACACACACACAUACGU. The protein sequence of the target gene is MRARSGVRSALLLALLLCWDPTPSLAGVDSAGQVLPDSYPSAPAEQLPYFLLEPQDAYIVKNKPVELHCRAFPATQIYFKCNGEWVSQNDHVTQESLDEATGLRVREVQIEVSRQQVEELFGLEDYWCQCVAWSSSGTTKSRRAYIRIAYLRKNFDQEPLAKEVPLDHEVLLQCRPPEGVPVAEVEWLKNEDVIDPAQDTNFLLTIDHNLIIRQARLSDTANYTCVAKNIVAKRRSTTATVIVYVNGGWSSWAEWSPCSNRCGRGWQKRTRTCTNPAPLNGGAFCEGQAFQKTACTTVCP.... Result: 1 (interaction).